From a dataset of hERG potassium channel inhibition data for cardiac toxicity prediction from Karim et al.. Regression/Classification. Given a drug SMILES string, predict its toxicity properties. Task type varies by dataset: regression for continuous values (e.g., LD50, hERG inhibition percentage) or binary classification for toxic/non-toxic outcomes (e.g., AMES mutagenicity, cardiotoxicity, hepatotoxicity). Dataset: herg_karim. (1) The molecule is COC(=O)c1cccc(C(=O)N2CCC(CCN3[C@@H]4CC[C@@H]3CC(n3c(C)nc5ccccc53)C4)(c3ccccc3)CC2)c1. The result is 1 (blocker). (2) The drug is CC(C)c1cc(C#N)cc2nc(-c3ccc(C(=O)NC[C@@H]4CN(c5ccc(-c6ccccc6OC(F)(F)F)cn5)C(=O)O4)cc3)oc12. The result is 0 (non-blocker). (3) The compound is Fc1cccc(Cn2cc(NCCN3CCCCC3)nn2)c1. The result is 0 (non-blocker).